This data is from Full USPTO retrosynthesis dataset with 1.9M reactions from patents (1976-2016). The task is: Predict the reactants needed to synthesize the given product. (1) Given the product [N:20]([CH2:16][C:15]1([OH:17])[CH2:18][CH2:19][N:12]([CH2:11][CH2:10][O:9][CH2:8][CH2:7][C:1]2[CH:6]=[CH:5][CH:4]=[CH:3][CH:2]=2)[CH2:13][CH2:14]1)=[N+:21]=[N-:22], predict the reactants needed to synthesize it. The reactants are: [C:1]1([CH2:7][CH2:8][O:9][CH2:10][CH2:11][N:12]2[CH2:19][CH2:18][C:15]3([O:17][CH2:16]3)[CH2:14][CH2:13]2)[CH:6]=[CH:5][CH:4]=[CH:3][CH:2]=1.[N-:20]=[N+:21]=[N-:22].[Na+]. (2) Given the product [C:20]([O:23][CH2:24][C:25]1[C:26]([N:40]2[CH2:52][CH2:51][N:43]3[C:44]4[CH2:45][CH2:46][CH2:47][CH2:48][C:49]=4[CH:50]=[C:42]3[C:41]2=[O:53])=[CH:27][CH:28]=[CH:29][C:30]=1[C:2]1[CH:3]=[C:4]([NH:10][C:11]2[CH:19]=[C:14]3[CH2:15][O:16][CH2:17][CH2:18][N:13]3[N:12]=2)[C:5](=[O:9])[N:6]([CH3:8])[CH:7]=1)(=[O:22])[CH3:21], predict the reactants needed to synthesize it. The reactants are: Br[C:2]1[CH:3]=[C:4]([NH:10][C:11]2[CH:19]=[C:14]3[CH2:15][O:16][CH2:17][CH2:18][N:13]3[N:12]=2)[C:5](=[O:9])[N:6]([CH3:8])[CH:7]=1.[C:20]([O:23][CH2:24][C:25]1[C:30](B2OC(C)(C)C(C)(C)O2)=[CH:29][CH:28]=[CH:27][C:26]=1[N:40]1[CH2:52][CH2:51][N:43]2[C:44]3[CH2:45][CH2:46][CH2:47][CH2:48][C:49]=3[CH:50]=[C:42]2[C:41]1=[O:53])(=[O:22])[CH3:21].COCCOC.C(=O)([O-])[O-].[Na+].[Na+]. (3) Given the product [NH3:7].[CH2:83]([O:90][C:91]1[CH:96]=[CH:95][C:94]([C@@H:97]([O:100][Si:101]([C:104]([CH3:107])([CH3:106])[CH3:105])([CH3:103])[CH3:102])[CH2:98][NH:30][CH2:29][CH2:28][C:25]2[CH:24]=[CH:23][C:22]([O:21][CH2:20][CH2:19][CH2:18][CH2:17][C:14]3[CH:15]=[CH:16][C:11]([OH:10])=[C:12]([C@@H:31]([C:41]4[CH:42]=[CH:43][CH:44]=[CH:45][CH:46]=4)[CH2:32][CH2:33][N:34]([CH:35]([CH3:36])[CH3:37])[CH:38]([CH3:40])[CH3:39])[CH:13]=3)=[CH:27][CH:26]=2)=[CH:93][C:92]=1[CH2:108][OH:109])[C:84]1[CH:89]=[CH:88][CH:87]=[CH:86][CH:85]=1, predict the reactants needed to synthesize it. The reactants are: Cl.Cl.C([N:7](CCC1C=CC(OCCCCC2C=CC(O)=C([C@@H](C3C=CC=CC=3)CCN(C(C)C)C(C)C)C=2)=CC=1)C([O:10][C:11]1[CH:16]=[CH:15][C:14]([CH2:17][CH2:18][CH2:19][CH2:20][O:21][C:22]2[CH:27]=[CH:26][C:25]([CH2:28][CH2:29][NH2:30])=[CH:24][CH:23]=2)=[CH:13][C:12]=1[C@@H:31]([C:41]1[CH:46]=[CH:45][CH:44]=[CH:43][CH:42]=1)[CH2:32][CH2:33][N:34]([CH:38]([CH3:40])[CH3:39])[CH:35]([CH3:37])[CH3:36])=O)(C)(C)C.[CH2:83]([O:90][C:91]1[CH:96]=[CH:95][C:94]([C@@H:97]([O:100][Si:101]([C:104]([CH3:107])([CH3:106])[CH3:105])([CH3:103])[CH3:102])[CH2:98]Br)=[CH:93][C:92]=1[CH2:108][OH:109])[C:84]1[CH:89]=[CH:88][CH:87]=[CH:86][CH:85]=1. (4) Given the product [OH:2][C:6]1[CH:11]=[CH:10][C:9]([C:12]2[O:16][C:15]([CH3:17])=[C:14]([C:18]([O:20][CH2:21][CH3:22])=[O:19])[CH:13]=2)=[CH:8][CH:7]=1, predict the reactants needed to synthesize it. The reactants are: N([O-])=[O:2].[Na+].N[C:6]1[CH:11]=[CH:10][C:9]([C:12]2[O:16][C:15]([CH3:17])=[C:14]([C:18]([O:20][CH2:21][CH3:22])=[O:19])[CH:13]=2)=[CH:8][CH:7]=1. (5) Given the product [F:1][C:2]1[CH:10]=[C:9]2[C:5]([C:6]([CH:17]3[CH2:22][CH2:21][N:20]([CH2:34][CH2:33][O:32][C:27]4[CH:28]=[CH:29][CH:30]=[CH:31][C:26]=4[C:25]([OH:36])=[O:24])[CH2:19][CH2:18]3)=[CH:7][N:8]2[CH2:11][C:12]2[CH:16]=[CH:15][S:14][CH:13]=2)=[CH:4][CH:3]=1, predict the reactants needed to synthesize it. The reactants are: [F:1][C:2]1[CH:10]=[C:9]2[C:5]([C:6]([CH:17]3[CH2:22][CH2:21][NH:20][CH2:19][CH2:18]3)=[CH:7][N:8]2[CH2:11][C:12]2[CH:16]=[CH:15][S:14][CH:13]=2)=[CH:4][CH:3]=1.C[O:24][C:25](=[O:36])[C:26]1[CH:31]=[CH:30][CH:29]=[CH:28][C:27]=1[O:32][CH2:33][CH2:34]Cl. (6) Given the product [Cl:14][C:15]1[CH:16]=[C:17]2[C:21](=[CH:22][CH:23]=1)[NH:20][C:19]([S:24]([N:27]1[CH2:32][CH2:31][N:30]([C:56]([CH:53]3[CH2:54][CH2:55][N:50]([C:47]4[N:48]=[N:49][C:44]([Cl:43])=[CH:45][CH:46]=4)[CH2:51][CH2:52]3)=[O:57])[CH2:29][CH2:28]1)(=[O:26])=[O:25])=[CH:18]2, predict the reactants needed to synthesize it. The reactants are: Cl.CN(C)CCCN=C=NOCC.[Cl:14][C:15]1[CH:16]=[C:17]2[C:21](=[CH:22][CH:23]=1)[NH:20][C:19]([S:24]([N:27]1[CH2:32][CH2:31][NH:30][CH2:29][CH2:28]1)(=[O:26])=[O:25])=[CH:18]2.ON1C2C=CC=CC=2N=N1.[Cl:43][C:44]1[N:49]=[N:48][C:47]([N:50]2[CH2:55][CH2:54][CH:53]([C:56](O)=[O:57])[CH2:52][CH2:51]2)=[CH:46][CH:45]=1. (7) Given the product [CH:1]([O:4][C:5]([N:7]1[CH2:12][CH2:11][CH:10]([CH:13]([O:15][C:22]2[CH:21]=[CH:20][C:19]([Br:18])=[CH:24][N:23]=2)[CH3:14])[CH2:9][CH2:8]1)=[O:6])([CH3:3])[CH3:2], predict the reactants needed to synthesize it. The reactants are: [CH:1]([O:4][C:5]([N:7]1[CH2:12][CH2:11][CH:10]([CH:13]([OH:15])[CH3:14])[CH2:9][CH2:8]1)=[O:6])([CH3:3])[CH3:2].[H-].[Na+].[Br:18][C:19]1[CH:20]=[CH:21][C:22](Cl)=[N:23][CH:24]=1. (8) Given the product [OH:68][CH:67]([CH:69]1[CH2:70][CH2:71][O:72][CH2:73][CH2:74]1)[CH:66]([NH:65][C:54]([C:53]1[C:47]2[C:48](=[N:49][CH:50]=[C:45]([C:39]3[C:38]4[C:42](=[CH:43][C:35]([F:34])=[CH:36][CH:37]=4)[N:41]([CH3:44])[N:40]=3)[N:46]=2)[N:51]([CH2:57][O:58][CH2:59][CH2:60][Si:61]([CH3:63])([CH3:62])[CH3:64])[CH:52]=1)=[O:55])[CH3:75], predict the reactants needed to synthesize it. The reactants are: CN(C(ON1N=NC2C=CC=CC1=2)=[N+](C)C)C.F[P-](F)(F)(F)(F)F.CCN(C(C)C)C(C)C.[F:34][C:35]1[CH:43]=[C:42]2[C:38]([C:39]([C:45]3[N:46]=[C:47]4[C:53]([C:54](O)=[O:55])=[CH:52][N:51]([CH2:57][O:58][CH2:59][CH2:60][Si:61]([CH3:64])([CH3:63])[CH3:62])[C:48]4=[N:49][CH:50]=3)=[N:40][N:41]2[CH3:44])=[CH:37][CH:36]=1.[NH2:65][CH:66]([CH3:75])[CH:67]([CH:69]1[CH2:74][CH2:73][O:72][CH2:71][CH2:70]1)[OH:68].C([O-])(O)=O.[Na+]. (9) Given the product [OH:1][C@@H:2]1[CH2:6][CH2:5][N:4]([C:7]2[C:26]([C:37]3[S:38][CH:39]=[CH:40][N:41]=3)=[CH:25][C:10]([C:11]([NH:13][C:14]3[CH:19]=[CH:18][C:17]([O:20][C:21]([F:22])([F:23])[F:24])=[CH:16][CH:15]=3)=[O:12])=[CH:9][N:8]=2)[CH2:3]1, predict the reactants needed to synthesize it. The reactants are: [OH:1][C@@H:2]1[CH2:6][CH2:5][N:4]([C:7]2[C:26](B3OC(C)(C)C(C)(C)O3)=[CH:25][C:10]([C:11]([NH:13][C:14]3[CH:19]=[CH:18][C:17]([O:20][C:21]([F:24])([F:23])[F:22])=[CH:16][CH:15]=3)=[O:12])=[CH:9][N:8]=2)[CH2:3]1.Br[C:37]1[S:38][CH:39]=[CH:40][N:41]=1.C([O-])([O-])=O.[Na+].[Na+].COCCOC.